From a dataset of Forward reaction prediction with 1.9M reactions from USPTO patents (1976-2016). Predict the product of the given reaction. (1) Given the reactants [OH:1][C:2]1[CH:3]=[C:4]([CH:8]=[C:9]([OH:11])[CH:10]=1)[C:5]([OH:7])=[O:6].[C:12]1([C:19]2[CH:24]=[CH:23][C:22](O)=[CH:21][CH:20]=2)[CH:17]=[CH:16][C:15]([OH:18])=[CH:14][CH:13]=1, predict the reaction product. The product is: [OH:1][C:2]1[CH:3]=[C:4]([CH:8]=[C:9]([OH:11])[CH:10]=1)[C:5]([O:7][C:22]1[CH:23]=[CH:24][C:19]([C:12]2[CH:17]=[CH:16][C:15]([O:18][C:5](=[O:6])[C:4]3[CH:3]=[C:2]([OH:1])[CH:10]=[C:9]([OH:11])[CH:8]=3)=[CH:14][CH:13]=2)=[CH:20][CH:21]=1)=[O:6]. (2) Given the reactants [CH2:1]([Mg]Br)[CH3:2].[CH3:5][N:6]1[CH:10]=[CH:9][C:8]([C:11]#[N:12])=[N:7]1.B(F)(F)F.CCOCC.Cl.[OH-].[Na+], predict the reaction product. The product is: [CH3:5][N:6]1[CH:10]=[CH:9][C:8]([C:11]2([NH2:12])[CH2:2][CH2:1]2)=[N:7]1. (3) Given the reactants [Cl:1][C:2]1[C:3]([CH3:39])=[N:4][O:5][C:6]=1[N:7]([CH2:33][O:34][CH2:35][CH2:36][O:37][CH3:38])[S:8]([C:11]1[C:19]2[C:14](=[N:15][CH:16]=[CH:17][CH:18]=2)[S:13][C:12]=1[CH:20]([OH:32])[CH2:21][CH2:22][C:23]1[CH:28]=[CH:27][C:26]2[O:29][CH2:30][O:31][C:25]=2[CH:24]=1)(=[O:10])=[O:9].C1C=C[NH+]=CC=1.[O-][Cr](Cl)(=O)=O, predict the reaction product. The product is: [Cl:1][C:2]1[C:3]([CH3:39])=[N:4][O:5][C:6]=1[N:7]([CH2:33][O:34][CH2:35][CH2:36][O:37][CH3:38])[S:8]([C:11]1[C:19]2[C:14](=[N:15][CH:16]=[CH:17][CH:18]=2)[S:13][C:12]=1[C:20](=[O:32])[CH2:21][CH2:22][C:23]1[CH:28]=[CH:27][C:26]2[O:29][CH2:30][O:31][C:25]=2[CH:24]=1)(=[O:9])=[O:10]. (4) Given the reactants [NH:1]1[CH2:5][CH:4]=[CH:3][CH2:2]1.[C:6](ON1C(=O)CCC1=O)([O:8][CH2:9][C:10]1[CH:15]=[CH:14][CH:13]=[CH:12][CH:11]=1)=[O:7], predict the reaction product. The product is: [N:1]1([C:6]([O:8][CH2:9][C:10]2[CH:15]=[CH:14][CH:13]=[CH:12][CH:11]=2)=[O:7])[CH2:5][CH:4]=[CH:3][CH2:2]1. (5) Given the reactants [CH2:1]([O:8][C:9]([N:11]([CH2:13][C:14]1[CH:19]=[C:18]([N+:20]([O-:22])=[O:21])[CH:17]=[CH:16][C:15]=1[C:23]([CH2:34][CH3:35])(C(OCC)=O)[C:24]([O:26]CC)=[O:25])[CH3:12])=[O:10])[C:2]1[CH:7]=[CH:6][CH:5]=[CH:4][CH:3]=1.[OH-].[Na+], predict the reaction product. The product is: [CH2:1]([O:8][C:9]([N:11]([CH2:13][C:14]1[CH:19]=[C:18]([N+:20]([O-:22])=[O:21])[CH:17]=[CH:16][C:15]=1[CH:23]([CH2:34][CH3:35])[C:24]([OH:26])=[O:25])[CH3:12])=[O:10])[C:2]1[CH:3]=[CH:4][CH:5]=[CH:6][CH:7]=1.